This data is from Peptide-MHC class II binding affinity with 134,281 pairs from IEDB. The task is: Regression. Given a peptide amino acid sequence and an MHC pseudo amino acid sequence, predict their binding affinity value. This is MHC class II binding data. (1) The peptide sequence is YDKFLANVSAVLTGK. The MHC is DRB1_1602 with pseudo-sequence DRB1_1602. The binding affinity (normalized) is 0.806. (2) The peptide sequence is SQDLELSWNLNGLQMY. The MHC is DRB1_0401 with pseudo-sequence DRB1_0401. The binding affinity (normalized) is 0.675. (3) The peptide sequence is EFVTLAAKFIIEEDS. The MHC is HLA-DPA10201-DPB10501 with pseudo-sequence HLA-DPA10201-DPB10501. The binding affinity (normalized) is 0.228. (4) The peptide sequence is SGTNNKTMAVCTNAK. The MHC is HLA-DQA10401-DQB10402 with pseudo-sequence HLA-DQA10401-DQB10402. The binding affinity (normalized) is 0.0525. (5) The peptide sequence is LKGTFTYNKMTCLIL. The MHC is DRB5_0101 with pseudo-sequence DRB5_0101. The binding affinity (normalized) is 0.188.